Dataset: Forward reaction prediction with 1.9M reactions from USPTO patents (1976-2016). Task: Predict the product of the given reaction. (1) Given the reactants [NH2:1][C:2]1[CH:32]=[CH:31][C:5]([O:6][C:7]2[CH:12]=[CH:11][N:10]=[C:9]3[CH:13]=[C:14]([C:16]([NH:18][CH:19]4[CH2:23][CH2:22][N:21](C(OC(C)(C)C)=O)[CH2:20]4)=[O:17])[S:15][C:8]=23)=[C:4]([F:33])[CH:3]=1.[C:34]1([CH2:40][C:41]([N:43]=[C:44]=[S:45])=[O:42])[CH:39]=[CH:38][CH:37]=[CH:36][CH:35]=1, predict the reaction product. The product is: [F:33][C:4]1[CH:3]=[C:2]([NH:1][C:44]([NH:43][C:41](=[O:42])[CH2:40][C:34]2[CH:35]=[CH:36][CH:37]=[CH:38][CH:39]=2)=[S:45])[CH:32]=[CH:31][C:5]=1[O:6][C:7]1[CH:12]=[CH:11][N:10]=[C:9]2[CH:13]=[C:14]([C:16]([NH:18][CH:19]3[CH2:23][CH2:22][NH:21][CH2:20]3)=[O:17])[S:15][C:8]=12. (2) Given the reactants [NH2:1][C@@H:2]1[CH2:7][CH2:6][C@H:5]([N:8]2[CH2:12][CH2:11][C@H:10]([NH:13][C:14](=[O:23])[O:15][CH2:16][C:17]3[CH:22]=[CH:21][CH:20]=[CH:19][CH:18]=3)[C:9]2=[O:24])[C@H:4]([CH:25]([OH:28])[CH2:26][CH3:27])[CH2:3]1.[CH3:29][C:30]([CH3:32])=O.[C:33](O[BH-](OC(=O)C)OC(=O)C)(=O)C.[Na+].C=O, predict the reaction product. The product is: [OH:28][CH:25]([C@@H:4]1[CH2:3][C@H:2]([N:1]([CH:30]([CH3:32])[CH3:29])[CH3:33])[CH2:7][CH2:6][C@@H:5]1[N:8]1[CH2:12][CH2:11][C@H:10]([NH:13][C:14](=[O:23])[O:15][CH2:16][C:17]2[CH:18]=[CH:19][CH:20]=[CH:21][CH:22]=2)[C:9]1=[O:24])[CH2:26][CH3:27]. (3) Given the reactants [CH3:1][N:2]([CH3:25])[C:3]([C:5]1[C:14]2[CH2:13][CH2:12][CH:11]([C:15]3[CH:20]=[CH:19][CH:18]=[CH:17][CH:16]=3)[CH2:10][C:9]=2[C:8]2=[N:21][C:22]([CH3:24])=[CH:23][N:7]2[CH:6]=1)=[O:4].[Br:26]N1C(=O)CCC1=O, predict the reaction product. The product is: [CH3:1][N:2]([CH3:25])[C:3]([C:5]1[C:14]2[CH2:13][CH2:12][CH:11]([C:15]3[CH:20]=[CH:19][CH:18]=[CH:17][CH:16]=3)[CH2:10][C:9]=2[C:8]2=[N:21][C:22]([CH3:24])=[C:23]([Br:26])[N:7]2[CH:6]=1)=[O:4]. (4) Given the reactants [F:1][C:2]1[CH:3]=[C:4]([C@H:9]2[N:14]([CH2:15][C:16]([NH:18][C:19]3[CH:20]=[C:21]4[C:42](=[CH:43][CH:44]=3)[CH2:41][C@:23]3([C:31]5[C:26](=[N:27][CH:28]=[CH:29][CH:30]=5)[N:25]([CH2:32][O:33][CH2:34][CH2:35][Si:36]([CH3:39])([CH3:38])[CH3:37])[C:24]3=[O:40])[CH2:22]4)=[O:17])[C:13](=[O:45])[C:12]([CH3:47])([CH3:46])[CH2:11][CH2:10]2)[CH:5]=[C:6]([F:8])[CH:7]=1.[H-].[Na+].I[CH3:51], predict the reaction product. The product is: [F:1][C:2]1[CH:3]=[C:4]([C@H:9]2[N:14]([CH2:15][C:16]([N:18]([CH3:51])[C:19]3[CH:20]=[C:21]4[C:42](=[CH:43][CH:44]=3)[CH2:41][C@:23]3([C:31]5[C:26](=[N:27][CH:28]=[CH:29][CH:30]=5)[N:25]([CH2:32][O:33][CH2:34][CH2:35][Si:36]([CH3:39])([CH3:37])[CH3:38])[C:24]3=[O:40])[CH2:22]4)=[O:17])[C:13](=[O:45])[C:12]([CH3:47])([CH3:46])[CH2:11][CH2:10]2)[CH:5]=[C:6]([F:8])[CH:7]=1. (5) Given the reactants [OH:1][C:2]1[CH:7]=[CH:6][C:5]([C:8](=[O:10])[CH3:9])=[CH:4][C:3]=1[C:11]([F:14])([F:13])[F:12].CN(C)C=O.Cl[C:21]([F:26])([F:25])C([O-])=O.[Na+].C(=O)([O-])[O-].[Cs+].[Cs+], predict the reaction product. The product is: [F:25][CH:21]([F:26])[O:1][C:2]1[CH:7]=[CH:6][C:5]([C:8](=[O:10])[CH3:9])=[CH:4][C:3]=1[C:11]([F:12])([F:13])[F:14]. (6) The product is: [CH2:49]([N:46]1[CH2:45][CH2:44][CH:43]([CH2:42][C:10]2[C:11]3[C:12](=[N:13][CH:14]=[CH:15][C:16]=3[O:17][C:18]3[CH:23]=[CH:22][C:21]([NH:24][C:25]([C:27]4[C:32](=[O:33])[N:31]([C:34]5[CH:39]=[CH:38][C:37]([F:40])=[CH:36][CH:35]=5)[CH:30]=[CH:29][N:28]=4)=[O:26])=[CH:20][C:19]=3[F:41])[NH:8][N:9]=2)[CH2:48][CH2:47]1)[CH3:50]. Given the reactants COC1C=CC(C[N:8]2[C:12]3=[N:13][CH:14]=[CH:15][C:16]([O:17][C:18]4[CH:23]=[CH:22][C:21]([NH:24][C:25]([C:27]5[C:32](=[O:33])[N:31]([C:34]6[CH:39]=[CH:38][C:37]([F:40])=[CH:36][CH:35]=6)[CH:30]=[CH:29][N:28]=5)=[O:26])=[CH:20][C:19]=4[F:41])=[C:11]3[C:10]([CH2:42][CH:43]3[CH2:48][CH2:47][N:46]([CH2:49][CH3:50])[CH2:45][CH2:44]3)=[N:9]2)=CC=1.C(O)(C(F)(F)F)=O, predict the reaction product.